Dataset: Full USPTO retrosynthesis dataset with 1.9M reactions from patents (1976-2016). Task: Predict the reactants needed to synthesize the given product. (1) Given the product [NH2:17][C:16]1[CH:15]=[CH:14][C:13]([CH3:12])=[C:19]([C:2]2[CH:3]=[CH:4][C:5]([C:8]([OH:11])([CH3:10])[CH3:9])=[N:6][CH:7]=2)[CH:18]=1, predict the reactants needed to synthesize it. The reactants are: Br[C:2]1[CH:3]=[CH:4][C:5]([C:8]([OH:11])([CH3:10])[CH3:9])=[N:6][CH:7]=1.[CH3:12][C:13]1[CH:19]=[CH:18][C:16]([NH2:17])=[CH:15][C:14]=1B1OC(C)(C)C(C)(C)O1.C(=O)(O)[O-].[Na+]. (2) Given the product [Cl:1][C:2]1[CH:7]=[C:6]([C:8]2[N:13]=[C:12]([S:14]([CH3:15])=[O:23])[N:11]=[C:10]([NH:16][CH2:17][CH:18]([O:19][CH3:20])[O:21][CH3:22])[CH:9]=2)[CH:5]=[CH:4][N:3]=1, predict the reactants needed to synthesize it. The reactants are: [Cl:1][C:2]1[CH:7]=[C:6]([C:8]2[N:13]=[C:12]([S:14][CH3:15])[N:11]=[C:10]([NH:16][CH2:17][CH:18]([O:21][CH3:22])[O:19][CH3:20])[CH:9]=2)[CH:5]=[CH:4][N:3]=1.[OH:23]OS([O-])=O.[K+]. (3) Given the product [C:49]([C:32]1[CH:31]=[CH:30][C:13]2[N:14]([CH3:29])[C:15]3[C:16]([C:10]([C:7]4[CH:8]=[CH:9][C:4]([C:3]([OH:2])=[O:43])=[CH:5][CH:6]=4)=[N:11][C:12]=2[CH:33]=1)=[CH:17][C:18]1[C:19]([CH3:27])([CH3:28])[CH2:20][CH2:21][C:22]([CH3:25])([CH3:26])[C:23]=1[CH:24]=3)(=[O:50])[CH3:48], predict the reactants needed to synthesize it. The reactants are: C[O:2][C:3](=[O:43])[C:4]1[CH:9]=[CH:8][C:7]([C:10]2[C:16]3=[CH:17][C:18]4[C:19]([CH3:28])([CH3:27])[CH2:20][CH2:21][C:22]([CH3:26])([CH3:25])[C:23]=4[CH:24]=[C:15]3[N:14]([CH3:29])[C:13]3[CH:30]=[CH:31][C:32](B4OC(C)(C)C(C)(C)O4)=[CH:33][C:12]=3[N:11]=2)=[CH:6][CH:5]=1.[OH-].[Na+].Cl.C1C[O:50][CH2:49][CH2:48]1.CO. (4) Given the product [N+:1]([C:4]1[CH:9]=[CH:8][CH:7]=[CH:6][C:5]=1[C:38]1[CH2:37][CH2:42][NH:43][CH:40]([C:41]([O:19][C:15]([CH3:18])([CH3:17])[CH3:16])=[O:59])[CH:39]=1)([O-:3])=[O:2], predict the reactants needed to synthesize it. The reactants are: [N+:1]([C:4]1[CH:9]=[CH:8][CH:7]=[CH:6][C:5]=1B(O)O)([O-:3])=[O:2].[Li+].[Cl-].[C:15]([O:19]C(N1CCC(=O)CC1)=O)([CH3:18])([CH3:17])[CH3:16].[Li+].CC([N-]C(C)C)C.[CH:37]1[CH:42]=[CH:41][C:40]([N:43](S(C(F)(F)F)(=O)=O)S(C(F)(F)F)(=O)=O)=[CH:39][CH:38]=1.C([O-])([O-])=[O:59].[Na+].[Na+]. (5) Given the product [CH2:1]([N:8]1[CH2:16][C:15]2[C:10](=[CH:11][CH:12]=[C:13]([C:26]3([OH:29])[CH2:27][CH2:28][O:23][CH2:24][CH2:25]3)[CH:14]=2)[CH2:9]1)[C:2]1[CH:7]=[CH:6][CH:5]=[CH:4][CH:3]=1, predict the reactants needed to synthesize it. The reactants are: [CH2:1]([N:8]1[CH2:16][C:15]2[C:10](=[CH:11][CH:12]=[C:13](Br)[CH:14]=2)[CH2:9]1)[C:2]1[CH:7]=[CH:6][CH:5]=[CH:4][CH:3]=1.C([Li])CCC.[O:23]1[CH2:28][CH2:27][C:26](=[O:29])[CH2:25][CH2:24]1. (6) Given the product [CH:1]12[CH2:10][CH:5]3[CH2:6][CH:7]([CH2:9][CH:3]([CH2:4]3)[CH:2]1[C:24]#[N:25])[CH2:8]2, predict the reactants needed to synthesize it. The reactants are: [CH:1]12[CH2:10][CH:5]3[CH2:6][CH:7]([CH2:9][CH:3]([CH2:4]3)[C:2]1=O)[CH2:8]2.C(O)C.C1(C)C=CC(S([CH2:24][N+:25]#[C-])(=O)=O)=CC=1.CC(C)([O-])C.[K+]. (7) Given the product [CH3:23][O:24][C:25]1[CH:30]=[C:29]([C:2]2[CH:3]=[C:4]3[C:9](=[C:10]([C:12]4[C:21]5[C:16](=[CH:17][CH:18]=[CH:19][CH:20]=5)[CH:15]=[CH:14][CH:13]=4)[CH:11]=2)[NH:8][C:7](=[O:22])[CH:6]=[CH:5]3)[CH:28]=[CH:27][CH:26]=1, predict the reactants needed to synthesize it. The reactants are: I[C:2]1[CH:3]=[C:4]2[C:9](=[C:10]([C:12]3[C:21]4[C:16](=[CH:17][CH:18]=[CH:19][CH:20]=4)[CH:15]=[CH:14][CH:13]=3)[CH:11]=1)[NH:8][C:7](=[O:22])[CH:6]=[CH:5]2.[CH3:23][O:24][C:25]1[CH:26]=[C:27](B(O)O)[CH:28]=[CH:29][CH:30]=1.C([O-])([O-])=O.[K+].[K+].